Dataset: Catalyst prediction with 721,799 reactions and 888 catalyst types from USPTO. Task: Predict which catalyst facilitates the given reaction. (1) Product: [CH2:1]([O:3][C:4]([C:6]1[CH:7]=[C:8]2[C:13](=[CH:14][CH:15]=1)[C:12]([Br:16])=[N:11][N:10]([CH:21]([CH3:24])[CH3:22])[C:9]2=[O:17])=[O:5])[CH3:2]. Reactant: [CH2:1]([O:3][C:4]([C:6]1[CH:7]=[C:8]2[C:13](=[CH:14][CH:15]=1)[C:12]([Br:16])=[N:11][NH:10][C:9]2=[O:17])=[O:5])[CH3:2].[H-].[Na+].Br[CH:21]([CH3:24])[CH2:22]O. The catalyst class is: 9. (2) Reactant: C(=O)([O-])[O-].[Na+].[Na+].[F:7][C:8]1[C:21]2[O:20][C:19]3[C:14](=[CH:15][C:16]([C:22]4[C:23]([F:28])=[N:24][CH:25]=[CH:26][CH:27]=4)=[CH:17][CH:18]=3)[C@@:13]3([CH2:32][O:31][C:30]([NH2:33])=[N:29]3)[C:12]=2[CH:11]=[C:10](B2OC(C)(C)C(C)(C)O2)[CH:9]=1.Br[C:44]1[N:45]=[N:46][C:47]([CH3:50])=[CH:48][CH:49]=1. Product: [F:7][C:8]1[C:21]2[O:20][C:19]3[C:14](=[CH:15][C:16]([C:22]4[C:23]([F:28])=[N:24][CH:25]=[CH:26][CH:27]=4)=[CH:17][CH:18]=3)[C@@:13]3([CH2:32][O:31][C:30]([NH2:33])=[N:29]3)[C:12]=2[CH:11]=[C:10]([C:44]2[N:45]=[N:46][C:47]([CH3:50])=[CH:48][CH:49]=2)[CH:9]=1. The catalyst class is: 128.